This data is from Forward reaction prediction with 1.9M reactions from USPTO patents (1976-2016). The task is: Predict the product of the given reaction. Given the reactants O=C1N(CC(OC(C)(C)C)=O)C2C=CC=CC=2N1.C([O:23][C:24](=[O:47])[CH2:25][N:26]1[C:30]2[CH:31]=[CH:32][CH:33]=[CH:34][C:29]=2[N:28]([C:35]2[CH:45]=[CH:44][C:38]([C:39]([O:41][CH2:42][CH3:43])=[O:40])=[CH:37][CH:36]=2)[C:27]1=[O:46])(C)(C)C, predict the reaction product. The product is: [CH2:42]([O:41][C:39]([C:38]1[CH:37]=[CH:36][C:35]([N:28]2[C:29]3[CH:34]=[CH:33][CH:32]=[CH:31][C:30]=3[N:26]([CH2:25][C:24]([OH:47])=[O:23])[C:27]2=[O:46])=[CH:45][CH:44]=1)=[O:40])[CH3:43].